From a dataset of Reaction yield outcomes from USPTO patents with 853,638 reactions. Predict the reaction yield, written as a fraction of the theoretical maximum amount of product (1.0 means a 100% yield; for example, 0.34 means a 34% yield). The reactants are [CH3:1][C:2]1[N:19]([S:20]([C:23]2[CH:28]=[CH:27][CH:26]=[CH:25][CH:24]=2)(=[O:22])=[O:21])[C:5]2=[N:6][CH:7]=[CH:8][C:9](B3OC(C)(C)C(C)(C)O3)=[C:4]2[CH:3]=1.Br[C:30]1[S:34][C:33]([S:35]([NH:38][CH:39]2[CH2:44][CH2:43][S:42](=[O:46])(=[O:45])[CH2:41][CH2:40]2)(=[O:37])=[O:36])=[CH:32][CH:31]=1.C(=O)([O-])[O-].[Na+].[Na+]. The catalyst is O1CCOCC1.O.[Pd].C1(P([C-]2C=CC=C2)C2C=CC=CC=2)C=CC=CC=1.[C-]1(P(C2C=CC=CC=2)C2C=CC=CC=2)C=CC=C1.[Fe+2]. The product is [O:45]=[S:42]1(=[O:46])[CH2:43][CH2:44][CH:39]([NH:38][S:35]([C:33]2[S:34][C:30]([C:9]3[CH:8]=[CH:7][N:6]=[C:5]4[N:19]([S:20]([C:23]5[CH:28]=[CH:27][CH:26]=[CH:25][CH:24]=5)(=[O:21])=[O:22])[C:2]([CH3:1])=[CH:3][C:4]=34)=[CH:31][CH:32]=2)(=[O:37])=[O:36])[CH2:40][CH2:41]1. The yield is 0.430.